Dataset: Full USPTO retrosynthesis dataset with 1.9M reactions from patents (1976-2016). Task: Predict the reactants needed to synthesize the given product. (1) Given the product [CH3:1][O:2][C:3]1[CH:8]=[C:7](/[CH:9]=[CH:15]/[N:16]2[CH2:18][CH2:15][N:16]([CH3:17])[CH2:18][CH2:17]2)[CH:6]=[CH:5][C:4]=1[N+:10]([O-:12])=[O:11], predict the reactants needed to synthesize it. The reactants are: [CH3:1][O:2][C:3]1[CH:8]=[C:7]([CH3:9])[CH:6]=[CH:5][C:4]=1[N+:10]([O-:12])=[O:11].CN(C)[CH:15](OC(C)(C)C)[N:16]([CH3:18])[CH3:17]. (2) Given the product [Br:1][C:2]1[C:3]([F:22])=[CH:4][C:5]2[CH:11]3[CH2:10][CH:9]([CH2:12]3)[N:8]3[C:13]([CH2:19][N:25]4[CH2:24][CH2:23][CH:27]([OH:28])[CH2:26]4)=[C:14]([C:16]([NH2:18])=[O:17])[N:15]=[C:7]3[C:6]=2[CH:21]=1, predict the reactants needed to synthesize it. The reactants are: [Br:1][C:2]1[C:3]([F:22])=[CH:4][C:5]2[CH:11]3[CH2:12][CH:9]([CH2:10]3)[N:8]3[C:13]([CH:19]=O)=[C:14]([C:16]([NH2:18])=[O:17])[N:15]=[C:7]3[C:6]=2[CH:21]=1.[CH2:23]1[CH:27]([OH:28])[CH2:26][NH:25][CH2:24]1.